From a dataset of Forward reaction prediction with 1.9M reactions from USPTO patents (1976-2016). Predict the product of the given reaction. Given the reactants [CH3:1][N:2]1[C:6]2[CH:7]=[CH:8][C:9]([C:11]([NH:13][CH2:14][C:15]([OH:17])=O)=[O:12])=[CH:10][C:5]=2[N:4]=[C:3]1[NH:18][C:19]1[S:20][C:21]2[CH:27]=[C:26]([O:28][C:29]([F:32])([F:31])[F:30])[CH:25]=[CH:24][C:22]=2[N:23]=1.[OH:33][CH:34]1[CH2:39][CH2:38][CH2:37][NH:36][CH2:35]1.CN(C(ON1N=NC2C=CC=CC1=2)=[N+](C)C)C.F[P-](F)(F)(F)(F)F.CCN(C(C)C)C(C)C, predict the reaction product. The product is: [OH:33][CH:34]1[CH2:39][CH2:38][CH2:37][N:36]([C:15](=[O:17])[CH2:14][NH:13][C:11]([C:9]2[CH:8]=[CH:7][C:6]3[N:2]([CH3:1])[C:3]([NH:18][C:19]4[S:20][C:21]5[CH:27]=[C:26]([O:28][C:29]([F:31])([F:30])[F:32])[CH:25]=[CH:24][C:22]=5[N:23]=4)=[N:4][C:5]=3[CH:10]=2)=[O:12])[CH2:35]1.